Predict the product of the given reaction. From a dataset of Forward reaction prediction with 1.9M reactions from USPTO patents (1976-2016). (1) Given the reactants [CH3:1][O:2][C:3]1[CH:8]=[CH:7][N:6]=[C:5]([CH2:9][CH2:10][C:11]([OH:13])=[O:12])[CH:4]=1.[NH2:14][C:15]1[C:20]([NH2:21])=[CH:19][C:18]([CH2:22][CH:23]2[CH2:28][CH2:27][CH2:26][CH2:25][CH2:24]2)=[CH:17][N:16]=1, predict the reaction product. The product is: [CH3:1][O:2][C:3]1[CH:8]=[CH:7][N:6]=[C:5]([CH2:9][CH2:10][C:11]([OH:13])=[O:12])[CH:4]=1.[NH2:14][C:15]1[C:20]([NH2:21])=[CH:19][C:18]([CH2:22][CH:23]2[CH2:24][CH2:25][CH2:26][CH2:27][CH2:28]2)=[CH:17][N:16]=1.[CH3:1][O:2][C:3]1[CH:8]=[CH:7][N:6]=[C:5]([CH2:9][CH2:10][C:11]2[NH:14][C:15]3=[N:16][CH:17]=[C:18]([CH2:22][CH:23]4[CH2:28][CH2:27][CH2:26][CH2:25][CH2:24]4)[CH:19]=[C:20]3[N:21]=2)[CH:4]=1. (2) Given the reactants O[CH2:2][N:3]1[CH2:7][CH:6]([CH2:8][CH2:9][CH3:10])[CH2:5][C:4]1=[O:11].C(N(CC)C(=O)OCN1CC(CCC)CC1=O)C.[Cl:30][C:31]1[NH:35][C:34]2[CH:36]=[CH:37][CH:38]=[CH:39][C:33]=2[N:32]=1, predict the reaction product. The product is: [Cl:30][C:31]1[N:35]([CH2:2][N:3]2[CH2:7][CH:6]([CH2:8][CH2:9][CH3:10])[CH2:5][C:4]2=[O:11])[C:34]2[CH:36]=[CH:37][CH:38]=[CH:39][C:33]=2[N:32]=1.